This data is from Forward reaction prediction with 1.9M reactions from USPTO patents (1976-2016). The task is: Predict the product of the given reaction. (1) The product is: [Cl:39][C:38]1[C:23]([NH:22][C:2]2[N:3]=[CH:4][C:5]3[N:6]([CH3:21])[C:7](=[O:20])[C:8]4([CH2:19][CH2:18]4)[CH2:9][N:10]([CH:13]4[CH2:14][CH2:15][CH2:16][CH2:17]4)[C:11]=3[N:12]=2)=[CH:24][C:25]([F:40])=[C:26]([CH:37]=1)[C:27]([NH:29][CH:30]1[CH2:31][CH2:32][N:33]([CH3:36])[CH2:34][CH2:35]1)=[O:28]. Given the reactants Cl[C:2]1[N:3]=[CH:4][C:5]2[N:6]([CH3:21])[C:7](=[O:20])[C:8]3([CH2:19][CH2:18]3)[CH2:9][N:10]([CH:13]3[CH2:17][CH2:16][CH2:15][CH2:14]3)[C:11]=2[N:12]=1.[NH2:22][C:23]1[C:38]([Cl:39])=[CH:37][C:26]([C:27]([NH:29][CH:30]2[CH2:35][CH2:34][N:33]([CH3:36])[CH2:32][CH2:31]2)=[O:28])=[C:25]([F:40])[CH:24]=1.CC1(C)C2C(=C(P(C3C=CC=CC=3)C3C=CC=CC=3)C=CC=2)OC2C(P(C3C=CC=CC=3)C3C=CC=CC=3)=CC=CC1=2.C(=O)([O-])[O-].[Cs+].[Cs+], predict the reaction product. (2) Given the reactants [CH3:1][C:2]1[N:3]=[C:4]([NH:7][C:8]([C:10]2[CH:15]=[C:14](Br)[CH:13]=[C:12]([CH3:17])[N:11]=2)=[O:9])[S:5][CH:6]=1.[F:18][C:19]1[CH:20]=[C:21](B(O)O)[CH:22]=[CH:23][CH:24]=1.C(=O)([O-])[O-].[Na+].[Na+].C1(P(C2C=CC=CC=2)C2C=CC=CC=2)C=CC=CC=1, predict the reaction product. The product is: [CH3:1][C:2]1[N:3]=[C:4]([NH:7][C:8]([C:10]2[CH:15]=[C:14]([C:23]3[CH:22]=[CH:21][CH:20]=[C:19]([F:18])[CH:24]=3)[CH:13]=[C:12]([CH3:17])[N:11]=2)=[O:9])[S:5][CH:6]=1. (3) Given the reactants [CH2:1]1[C:5]2[CH:6]=[CH:7][C:8]([O:10][C:11]3[CH:16]=[CH:15][C:14]([NH:17][C:18](=[O:29])[C@H:19]([NH:21]C(=O)OC(C)(C)C)[CH3:20])=[CH:13][CH:12]=3)=[CH:9][C:4]=2[CH2:3][O:2]1.C(O)(C(F)(F)F)=O, predict the reaction product. The product is: [CH2:1]1[C:5]2[CH:6]=[CH:7][C:8]([O:10][C:11]3[CH:12]=[CH:13][C:14]([NH:17][C:18](=[O:29])[C@@H:19]([CH3:20])[NH2:21])=[CH:15][CH:16]=3)=[CH:9][C:4]=2[CH2:3][O:2]1.